Dataset: Catalyst prediction with 721,799 reactions and 888 catalyst types from USPTO. Task: Predict which catalyst facilitates the given reaction. (1) Reactant: [CH2:1]([O:8][CH2:9][C:10]([NH:12][NH:13][C:14]([C:16]1[CH:21]=[CH:20][C:19]([C:22]2[CH:27]=[CH:26][CH:25]=[CH:24][CH:23]=2)=[CH:18][CH:17]=1)=O)=O)[C:2]1[CH:7]=[CH:6][CH:5]=[CH:4][CH:3]=1.P(Cl)(Cl)(Cl)=O.[F:33][C:34]1[CH:40]=[CH:39][CH:38]=[CH:37][C:35]=1[NH2:36]. Product: [CH2:1]([O:8][CH2:9][C:10]1[N:36]([C:35]2[CH:37]=[CH:38][CH:39]=[CH:40][C:34]=2[F:33])[C:14]([C:16]2[CH:21]=[CH:20][C:19]([C:22]3[CH:27]=[CH:26][CH:25]=[CH:24][CH:23]=3)=[CH:18][CH:17]=2)=[N:13][N:12]=1)[C:2]1[CH:7]=[CH:6][CH:5]=[CH:4][CH:3]=1. The catalyst class is: 13. (2) Reactant: [NH2:1][C:2]1[CH:3]=[C:4]2[C:9](=[C:10]([F:12])[CH:11]=1)[N:8]=[CH:7][C:6]([C:13]#[N:14])=[C:5]2[NH:15][C:16]1[CH:21]=[CH:20][C:19]([F:22])=[C:18]([Cl:23])[CH:17]=1.[CH3:24][N:25]1[CH:29]=[CH:28][N:27]=[C:26]1[CH:30]=O.[BH3-]C#N.[Na+]. Product: [Cl:23][C:18]1[CH:17]=[C:16]([NH:15][C:5]2[C:4]3[C:9](=[C:10]([F:12])[CH:11]=[C:2]([NH:1][CH2:30][C:26]4[N:25]([CH3:24])[CH:29]=[CH:28][N:27]=4)[CH:3]=3)[N:8]=[CH:7][C:6]=2[C:13]#[N:14])[CH:21]=[CH:20][C:19]=1[F:22]. The catalyst class is: 14.